From a dataset of TCR-epitope binding with 47,182 pairs between 192 epitopes and 23,139 TCRs. Binary Classification. Given a T-cell receptor sequence (or CDR3 region) and an epitope sequence, predict whether binding occurs between them. (1) The epitope is FLKEKGGL. The TCR CDR3 sequence is CATKGTGLYNEQFF. Result: 1 (the TCR binds to the epitope). (2) The epitope is ISDYDYYRY. The TCR CDR3 sequence is CSVGGGTEAFF. Result: 0 (the TCR does not bind to the epitope). (3) The epitope is KAYNVTQAF. The TCR CDR3 sequence is CASSQEANTGQGLYNSPLHF. Result: 1 (the TCR binds to the epitope). (4) The epitope is FIAGLIAIV. The TCR CDR3 sequence is CASKSDTQYF. Result: 1 (the TCR binds to the epitope). (5) The epitope is FIAGLIAIV. The TCR CDR3 sequence is CASSEVPSGSRQFF. Result: 1 (the TCR binds to the epitope). (6) The epitope is TPINLVRDL. The TCR CDR3 sequence is CSVGGASGMSYNEQFF. Result: 1 (the TCR binds to the epitope). (7) The epitope is PKYVKQNTLKLAT. Result: 1 (the TCR binds to the epitope). The TCR CDR3 sequence is CASSYVGQGLGETQYF. (8) The epitope is KLFIRQEEV. The TCR CDR3 sequence is CASSLAPGLGTEAFF. Result: 0 (the TCR does not bind to the epitope). (9) Result: 0 (the TCR does not bind to the epitope). The epitope is GTSGSPIIDK. The TCR CDR3 sequence is CASSPGGGDTYNEQFF.